Dataset: Full USPTO retrosynthesis dataset with 1.9M reactions from patents (1976-2016). Task: Predict the reactants needed to synthesize the given product. (1) Given the product [Br:17][CH2:18][CH2:19][CH2:20][CH2:21][CH2:22][CH2:23][O:16][CH2:15][C:11]1([CH2:9][CH3:10])[CH2:14][O:13][CH2:12]1, predict the reactants needed to synthesize it. The reactants are: [OH-].[Na+].CCCCCC.[CH2:9]([C:11]1([CH2:15][OH:16])[CH2:14][O:13][CH2:12]1)[CH3:10].[Br:17][CH2:18][CH2:19][CH2:20][CH2:21][CH2:22][CH2:23]Br. (2) Given the product [CH2:15]([N:14]1[CH:7]([C:8]2[CH:9]=[CH:10][CH:11]=[CH:12][CH:13]=2)[CH:60]([C:61]([O:62][CH2:63][CH3:59])=[O:44])[N:25]=[CH:24]1)[C:17]1[CH:18]=[CH:23][CH:22]=[CH:21][CH:20]=1, predict the reactants needed to synthesize it. The reactants are: NC([CH:7]([NH:14][C:15]([CH2:17][C:18]1[CH:23]=[CH:22][CH:21]=[CH:20]C=1)=O)[C:8]1[CH:13]=[CH:12][CH:11]=[CH:10][CH:9]=1)C(OC)=O.[CH3:24][N:25]1C=C(C(O)=O)C(C(F)(F)F)=N1.C(N(CC)CC)C.[O:44]=C1N(P(Cl)(N2CCOC2=O)=O)CCO1.[CH2:59]1[CH2:63][O:62][CH2:61][CH2:60]1.